This data is from Full USPTO retrosynthesis dataset with 1.9M reactions from patents (1976-2016). The task is: Predict the reactants needed to synthesize the given product. (1) The reactants are: C([O:3][C:4]1[CH:9]=[CH:8][C:7]([NH:10][C:11]([C:13]2[C:14]([NH:19][CH2:20][CH2:21][C:22]3[CH:27]=[CH:26][CH:25]=[CH:24][CH:23]=3)=[N:15][CH:16]=[CH:17][CH:18]=2)=[O:12])=[CH:6][CH:5]=1)C.ClC1C(C(NC2C=CC(OCC)=CC=2)=O)=CC=CN=1.ClC1C(C(NC2C=CC(O)=CC=2)=O)=CC=CN=1. Given the product [OH:3][C:4]1[CH:5]=[CH:6][C:7]([NH:10][C:11]([C:13]2[C:14]([NH:19][CH2:20][CH2:21][C:22]3[CH:23]=[CH:24][CH:25]=[CH:26][CH:27]=3)=[N:15][CH:16]=[CH:17][CH:18]=2)=[O:12])=[CH:8][CH:9]=1, predict the reactants needed to synthesize it. (2) Given the product [Cl:23][CH2:2][C:3]1[CH:4]=[CH:5][C:6]2[C:15]3[NH:14][CH2:13][CH2:12][CH2:11][C:10]=3[C:9](=[O:16])[N:8]([CH2:17][O:18][CH3:19])[C:7]=2[CH:20]=1, predict the reactants needed to synthesize it. The reactants are: O[CH2:2][C:3]1[CH:4]=[CH:5][C:6]2[C:15]3[NH:14][CH2:13][CH2:12][CH2:11][C:10]=3[C:9](=[O:16])[N:8]([CH2:17][O:18][CH3:19])[C:7]=2[CH:20]=1.S(Cl)([Cl:23])=O.C(=O)(O)[O-].[Na+]. (3) Given the product [F:1][C:2]1[CH:3]=[CH:4][C:5]([C:8]2[N:9]=[C:10]([CH:13]([CH3:17])[C:14]#[N:15])[S:11][CH:12]=2)=[CH:6][CH:7]=1, predict the reactants needed to synthesize it. The reactants are: [F:1][C:2]1[CH:7]=[CH:6][C:5]([C:8]2[N:9]=[C:10]([CH2:13][C:14]#[N:15])[S:11][CH:12]=2)=[CH:4][CH:3]=1.[Li+].[CH3:17][Si]([N-][Si](C)(C)C)(C)C.IC. (4) Given the product [CH2:11]([O:13][C:4]1[CH:9]=[CH:8][N+:7]([O-:10])=[CH:6][CH:5]=1)[CH3:12], predict the reactants needed to synthesize it. The reactants are: [N+]([C:4]1[CH:9]=[CH:8][N+:7]([O-:10])=[CH:6][CH:5]=1)([O-])=O.[CH2:11]([O-:13])[CH3:12].[Na+]. (5) Given the product [C:1]([C:5]1[S:9][C:8]([C@H:10]2[CH2:15][C@@H:14]([C:16]3[O:23][NH:30][C:18](=[O:19])[CH:17]=3)[CH2:13][CH2:12][N:11]2[C:24]([O:26][CH3:27])=[O:25])=[CH:7][CH:6]=1)([CH3:4])([CH3:3])[CH3:2], predict the reactants needed to synthesize it. The reactants are: [C:1]([C:5]1[S:9][C:8]([C@H:10]2[CH2:15][C@@H:14]([C:16](=[O:23])[CH2:17][C:18](OCC)=[O:19])[CH2:13][CH2:12][N:11]2[C:24]([O:26][CH3:27])=[O:25])=[CH:7][CH:6]=1)([CH3:4])([CH3:3])[CH3:2].[OH-].[Na+].[NH2:30]O.Cl. (6) Given the product [C:51]([O:54][C@@H:55]1[C@@H:61]([O:62][C:63](=[O:65])[CH3:64])[C@H:60]([O:66][C:67](=[O:69])[CH3:68])[CH2:59][S:58][C@H:56]1[O:17][C:14]1[CH:15]=[C:16]2[C:11]([CH:10]=[CH:9][N:8]2[C:6]([O:5][C:1]([CH3:4])([CH3:2])[CH3:3])=[O:7])=[CH:12][CH:13]=1)(=[O:53])[CH3:52], predict the reactants needed to synthesize it. The reactants are: [C:1]([O:5][C:6]([N:8]1[C:16]2[C:11](=[CH:12][CH:13]=[C:14]([OH:17])[CH:15]=2)[CH:10]=[CH:9]1)=[O:7])([CH3:4])([CH3:3])[CH3:2].CC(OC(/N=N/C(OC(C)C)=O)=O)C.C1(P(C2C=CC=CC=2)C2C=CC=CC=2)C=CC=CC=1.[C:51]([O:54][C@@H:55]1[C@@H:61]([O:62][C:63](=[O:65])[CH3:64])[C@H:60]([O:66][C:67](=[O:69])[CH3:68])[CH2:59][S:58][CH:56]1O)(=[O:53])[CH3:52].